From a dataset of Catalyst prediction with 721,799 reactions and 888 catalyst types from USPTO. Predict which catalyst facilitates the given reaction. (1) Reactant: [F:1][C:2]1[CH:3]=[C:4]([C:11]([NH:13][NH:14][C:15](=O)[CH2:16][CH2:17][C@@H:18]([NH:30][C:31](=[O:37])[O:32][C:33]([CH3:36])([CH3:35])[CH3:34])[CH2:19][C:20]2[CH:21]=[N:22][C:23]([C:26]([F:29])([F:28])[F:27])=[CH:24][CH:25]=2)=O)[CH:5]=[CH:6][C:7]=1[N+:8]([O-:10])=[O:9].COC1C=CC(P2(SP(C3C=CC(OC)=CC=3)(=S)S2)=[S:48])=CC=1. Product: [F:1][C:2]1[CH:3]=[C:4]([C:11]2[S:48][C:15]([CH2:16][CH2:17][C@@H:18]([NH:30][C:31](=[O:37])[O:32][C:33]([CH3:36])([CH3:35])[CH3:34])[CH2:19][C:20]3[CH:21]=[N:22][C:23]([C:26]([F:29])([F:28])[F:27])=[CH:24][CH:25]=3)=[N:14][N:13]=2)[CH:5]=[CH:6][C:7]=1[N+:8]([O-:10])=[O:9]. The catalyst class is: 1. (2) Reactant: [NH2:1][C:2]1[C:11]2[N:12]=[C:13]([CH2:20][O:21][CH2:22][CH3:23])[N:14]([CH2:15][C:16]([CH3:19])([OH:18])[CH3:17])[C:10]=2[C:9]2[N:8]=[CH:7][C:6](Br)=[CH:5][C:4]=2[N:3]=1.[F:25][C:26]1[N:31]=[CH:30][C:29](B(O)O)=[CH:28][CH:27]=1.C(=O)([O-])[O-].[K+].[K+].COCCOC. Product: [NH2:1][C:2]1[C:11]2[N:12]=[C:13]([CH2:20][O:21][CH2:22][CH3:23])[N:14]([CH2:15][C:16]([CH3:19])([OH:18])[CH3:17])[C:10]=2[C:9]2[N:8]=[CH:7][C:6]([C:29]3[CH:30]=[N:31][C:26]([F:25])=[CH:27][CH:28]=3)=[CH:5][C:4]=2[N:3]=1. The catalyst class is: 189.